Dataset: NCI-60 drug combinations with 297,098 pairs across 59 cell lines. Task: Regression. Given two drug SMILES strings and cell line genomic features, predict the synergy score measuring deviation from expected non-interaction effect. (1) Drug 1: CCC(=C(C1=CC=CC=C1)C2=CC=C(C=C2)OCCN(C)C)C3=CC=CC=C3.C(C(=O)O)C(CC(=O)O)(C(=O)O)O. Drug 2: CC1=C(C(=O)C2=C(C1=O)N3CC4C(C3(C2COC(=O)N)OC)N4)N. Cell line: SK-MEL-28. Synergy scores: CSS=22.4, Synergy_ZIP=-0.584, Synergy_Bliss=0.945, Synergy_Loewe=-19.0, Synergy_HSA=-1.58. (2) Drug 1: C1CCC(C1)C(CC#N)N2C=C(C=N2)C3=C4C=CNC4=NC=N3. Drug 2: CC1CCCC2(C(O2)CC(NC(=O)CC(C(C(=O)C(C1O)C)(C)C)O)C(=CC3=CSC(=N3)C)C)C. Cell line: HT29. Synergy scores: CSS=10.7, Synergy_ZIP=6.43, Synergy_Bliss=10.2, Synergy_Loewe=-4.28, Synergy_HSA=5.20. (3) Drug 1: C1CN(P(=O)(OC1)NCCCl)CCCl. Drug 2: CCC1(C2=C(COC1=O)C(=O)N3CC4=CC5=C(C=CC(=C5CN(C)C)O)N=C4C3=C2)O.Cl. Cell line: MCF7. Synergy scores: CSS=20.2, Synergy_ZIP=-8.09, Synergy_Bliss=-6.96, Synergy_Loewe=-89.1, Synergy_HSA=-6.18. (4) Drug 2: C1CNP(=O)(OC1)N(CCCl)CCCl. Cell line: DU-145. Drug 1: C1=NNC2=C1C(=O)NC=N2. Synergy scores: CSS=0.197, Synergy_ZIP=-1.01, Synergy_Bliss=-0.138, Synergy_Loewe=-3.16, Synergy_HSA=-1.08.